Task: Predict the product of the given reaction.. Dataset: Forward reaction prediction with 1.9M reactions from USPTO patents (1976-2016) (1) Given the reactants [Cl:1][C:2]1[CH:9]=[C:8]([N:10]([CH2:16][C:17]2[CH:22]=[CH:21][CH:20]=[CH:19][C:18]=2[Cl:23])[C@H:11]2[CH2:15][CH2:14][NH:13][CH2:12]2)[CH:7]=[CH:6][C:3]=1[C:4]#[N:5].[CH3:24][N:25]1[C:29]([CH3:30])=[C:28]([S:31](Cl)(=[O:33])=[O:32])[C:27]([CH3:35])=[N:26]1, predict the reaction product. The product is: [Cl:1][C:2]1[CH:9]=[C:8]([N:10]([CH2:16][C:17]2[CH:22]=[CH:21][CH:20]=[CH:19][C:18]=2[Cl:23])[C@H:11]2[CH2:15][CH2:14][N:13]([S:31]([C:28]3[C:27]([CH3:35])=[N:26][N:25]([CH3:24])[C:29]=3[CH3:30])(=[O:32])=[O:33])[CH2:12]2)[CH:7]=[CH:6][C:3]=1[C:4]#[N:5]. (2) Given the reactants [CH3:1][O:2][C:3](=[O:21])[C@H:4]([NH:11][C:12](=[O:20])[C:13]1[CH:18]=[CH:17][CH:16]=[CH:15][C:14]=1[NH2:19])[CH:5]1[CH2:10][CH2:9][CH2:8][CH2:7][CH2:6]1.Cl[C:23](OC(Cl)(Cl)Cl)=[O:24], predict the reaction product. The product is: [CH3:1][O:2][C:3](=[O:21])[C@@H:4]([CH:5]1[CH2:10][CH2:9][CH2:8][CH2:7][CH2:6]1)[N:11]1[C:12](=[O:20])[C:13]2[C:14](=[CH:15][CH:16]=[CH:17][CH:18]=2)[NH:19][C:23]1=[O:24].